Task: Predict the reactants needed to synthesize the given product.. Dataset: Full USPTO retrosynthesis dataset with 1.9M reactions from patents (1976-2016) (1) Given the product [NH2:1][C@H:2]1[CH2:7][C@@H:6]([CH3:8])[CH2:5][N:4]([C:9]2[CH:14]=[CH:13][N:12]=[CH:11][C:10]=2[NH:15][C:16]([C:18]2[CH:27]=[CH:26][C:25]3[C:20](=[CH:21][C:22]([CH:29]([CH3:31])[CH3:30])=[CH:23][N:24]=3)[N:19]=2)=[O:17])[CH2:3]1, predict the reactants needed to synthesize it. The reactants are: [NH2:1][C@H:2]1[CH2:7][C@@H:6]([CH3:8])[CH2:5][N:4]([C:9]2[CH:14]=[CH:13][N:12]=[CH:11][C:10]=2[NH:15][C:16]([C:18]2[CH:27]=[CH:26][C:25]3[C:20](=[CH:21][C:22](Br)=[CH:23][N:24]=3)[N:19]=2)=[O:17])[CH2:3]1.[C:29](B1OC(C)(C)C(C)(C)O1)([CH3:31])=[CH2:30].C([O-])([O-])=O.[Cs+].[Cs+]. (2) Given the product [CH2:16]([N:15]1[C:14]2[CH:18]=[CH:19][CH:20]=[CH:21][C:13]=2[N:12]=[C:11]1[CH:8]([C:6]1[CH:5]=[CH:4][N:3]=[C:2]([NH:22][CH2:23][CH2:24][C:25]2[CH:26]=[N:27][CH:28]=[CH:29][CH:30]=2)[N:7]=1)[C:9]#[N:10])[CH3:17], predict the reactants needed to synthesize it. The reactants are: Cl[C:2]1[N:7]=[C:6]([CH:8]([CH:11]2[N:15]([CH2:16][CH3:17])[C:14]3[CH:18]=[CH:19][CH:20]=[CH:21][C:13]=3[NH:12]2)[C:9]#[N:10])[CH:5]=[CH:4][N:3]=1.[NH2:22][CH2:23][CH2:24][C:25]1[CH:26]=[N:27][CH:28]=[CH:29][CH:30]=1. (3) Given the product [F:15][C:4]1[CH:3]=[C:2]([C:26]2[CH:27]=[CH:28][CH:29]=[CH:30][C:25]=2[S:22]([N:19]2[CH2:20][CH2:21][O:16][CH2:17][CH2:18]2)(=[O:23])=[O:24])[CH:7]=[CH:6][C:5]=1[C:8]1[N:9]=[CH:10][C:11]([NH2:14])=[N:12][CH:13]=1, predict the reactants needed to synthesize it. The reactants are: Br[C:2]1[CH:7]=[CH:6][C:5]([C:8]2[N:9]=[CH:10][C:11]([NH2:14])=[N:12][CH:13]=2)=[C:4]([F:15])[CH:3]=1.[O:16]1[CH2:21][CH2:20][N:19]([S:22]([C:25]2[CH:30]=[CH:29][CH:28]=[CH:27][C:26]=2B(O)O)(=[O:24])=[O:23])[CH2:18][CH2:17]1. (4) The reactants are: IC.[F:3][C:4]1[CH:9]=[CH:8][C:7]([CH2:10][C:11]([C:13]2[C:14]([C:20]([O:22][CH3:23])=[O:21])=[C:15]([CH3:19])[NH:16][C:17]=2[CH3:18])=[O:12])=[CH:6][C:5]=1[C:24]([N:26]1[CH2:31][CH2:30][CH:29]([O:32][CH3:33])[CH2:28][CH2:27]1)=[O:25].[C:34](=O)([O-])[O-].[K+].[K+].O. Given the product [F:3][C:4]1[CH:9]=[CH:8][C:7]([CH2:10][C:11]([C:13]2[C:14]([C:20]([O:22][CH3:23])=[O:21])=[C:15]([CH3:19])[N:16]([CH3:34])[C:17]=2[CH3:18])=[O:12])=[CH:6][C:5]=1[C:24]([N:26]1[CH2:31][CH2:30][CH:29]([O:32][CH3:33])[CH2:28][CH2:27]1)=[O:25], predict the reactants needed to synthesize it.